This data is from HIV replication inhibition screening data with 41,000+ compounds from the AIDS Antiviral Screen. The task is: Binary Classification. Given a drug SMILES string, predict its activity (active/inactive) in a high-throughput screening assay against a specified biological target. (1) The molecule is CN(C)CCSc1nccc(-c2cc3ccccc3s2)n1. The result is 0 (inactive). (2) The molecule is O=C(c1ccccc1)C1Nc2ccc(Cl)cc2C2CCCC12. The result is 0 (inactive). (3) The molecule is N#Cc1nc(CCN2C(=O)c3ccccc3C2=O)oc1N. The result is 0 (inactive). (4) The drug is COC(=O)C(C)(C)C(OP1(=S)OCCN1C)=C(C)C. The result is 0 (inactive). (5) The molecule is COc1nnc(C)c2[nH]c(=S)[nH]c12. The result is 0 (inactive). (6) The molecule is CC1CCC(C(C)C)C(O)(CC(N)=O)C1. The result is 0 (inactive). (7) The compound is Brc1ccc2c(ccc3nc4nnnn4nc32)c1. The result is 0 (inactive). (8) The molecule is CC1(C(=O)NCCN(CCNC(=O)C2(C)CC3(C)CC(C)(C2)C(=O)NC3=O)CCNC(=O)C2(C)CC3(C)CC(C)(C2)C(=O)NC3=O)CC2(C)CC(C)(C1)C(=O)NC2=O. The result is 0 (inactive). (9) The molecule is Cc1ccc2cc([N+](=O)[O-])c3ccc(C)[n+]4c3c2[n+]1[Cu-3]41[n+]2c(C)ccc3cc([N+](=O)[O-])c4ccc(C)[n+]1c4c32.O=C1OC(C(O)C[O-])C(O)=C1O. The result is 0 (inactive).